From a dataset of Full USPTO retrosynthesis dataset with 1.9M reactions from patents (1976-2016). Predict the reactants needed to synthesize the given product. (1) Given the product [CH:1]([O:4][C:5]1[CH:10]=[CH:9][CH:8]=[CH:7][C:6]=1[N:11]1[CH2:16][CH2:15][NH:14][CH2:13][CH2:12]1)([CH3:3])[CH3:2], predict the reactants needed to synthesize it. The reactants are: [CH:1]([O:4][C:5]1[CH:10]=[CH:9][CH:8]=[CH:7][C:6]=1[N:11]1[CH2:16][CH2:15][NH:14][CH2:13][CH2:12]1)([CH3:3])[CH3:2].C(O)(=O)/C=C/C(O)=O.C(O)(=O)/C=C/C(O)=O.[OH-].[Na+]. (2) The reactants are: C([Li])CCC.Cl[C:7]1[S:8][C:9]([CH:13]2[O:17][CH2:16][CH2:15][O:14]2)=[C:10]([Cl:12])[N:11]=1. Given the product [Cl:12][C:10]1[N:11]=[CH:7][S:8][C:9]=1[CH:13]1[O:17][CH2:16][CH2:15][O:14]1, predict the reactants needed to synthesize it.